Dataset: Reaction yield outcomes from USPTO patents with 853,638 reactions. Task: Predict the reaction yield, written as a fraction of the theoretical maximum amount of product (1.0 means a 100% yield; for example, 0.34 means a 34% yield). (1) The reactants are Cl.Cl.[CH3:3][N:4]([CH3:10])[C@@H:5]1[CH2:9][CH2:8][NH:7][CH2:6]1.[Cl:11][C:12]1[C:13]([C:31]2[CH:32]=[N:33][N:34]3[CH:39]=[CH:38][CH:37]=[CH:36][C:35]=23)=[N:14][C:15]([NH:18][C:19]2[CH:24]=[C:23]([N+:25]([O-:27])=[O:26])[C:22](F)=[CH:21][C:20]=2[O:29][CH3:30])=[N:16][CH:17]=1.CCN(C(C)C)C(C)C. The catalyst is CC(N(C)C)=O.CO. The product is [Cl:11][C:12]1[C:13]([C:31]2[CH:32]=[N:33][N:34]3[CH:39]=[CH:38][CH:37]=[CH:36][C:35]=23)=[N:14][C:15]([NH:18][C:19]2[CH:24]=[C:23]([N+:25]([O-:27])=[O:26])[C:22]([N:7]3[CH2:8][CH2:9][C@@H:5]([N:4]([CH3:10])[CH3:3])[CH2:6]3)=[CH:21][C:20]=2[O:29][CH3:30])=[N:16][CH:17]=1. The yield is 0.610. (2) The yield is 0.750. The catalyst is C(O)C.[Fe]. The product is [NH2:18][C:15]1[CH:14]=[CH:13][C:12]([C:4]2[CH:5]=[CH:6][C:7]([C:8]([O:10][CH3:11])=[O:9])=[C:2]([CH3:1])[CH:3]=2)=[CH:17][CH:16]=1. The reactants are [CH3:1][C:2]1[CH:3]=[C:4]([C:12]2[CH:17]=[CH:16][C:15]([N+:18]([O-])=O)=[CH:14][CH:13]=2)[CH:5]=[CH:6][C:7]=1[C:8]([O:10][CH3:11])=[O:9].Cl. (3) The reactants are [N:1]([C@:4]1([CH2:43][OH:44])[O:8][C@@H:7]([N:9]2[C:40]3[N:39]=[C:16]([NH:17]C(C4C=CC=CC=4)(C4C=CC=CC=4)C4C=CC(OC)=CC=4)[NH:15][C:13](=[O:14])[C:12]=3[N:11]=[CH:10]2)[C@H:6]([F:41])[C@@H:5]1[OH:42])=[N+:2]=[N-:3]. The catalyst is C(O)=O. The product is [N:1]([C@:4]1([CH2:43][OH:44])[O:8][C@@H:7]([N:9]2[C:40]3[N:39]=[C:16]([NH2:17])[NH:15][C:13](=[O:14])[C:12]=3[N:11]=[CH:10]2)[C@H:6]([F:41])[C@@H:5]1[OH:42])=[N+:2]=[N-:3]. The yield is 0.610. (4) The reactants are [C:1]([NH:20][CH2:21][C:22]([N:24]1[CH2:28][CH2:27][CH2:26][C@H:25]1[C:29](O)=[O:30])=[O:23])([C:14]1[CH:19]=[CH:18][CH:17]=[CH:16][CH:15]=1)([C:8]1[CH:13]=[CH:12][CH:11]=[CH:10][CH:9]=1)[C:2]1[CH:7]=[CH:6][CH:5]=[CH:4][CH:3]=1.Br.Br.[S:34]1[C:38]2[CH2:39][CH:40]([NH2:43])[CH2:41][CH2:42][C:37]=2[N:36]=[C:35]1[NH2:44]. No catalyst specified. The product is [NH2:44][C:35]1[S:34][C:38]2[CH2:39][CH:40]([NH:43][C:29]([C@@H:25]3[CH2:26][CH2:27][CH2:28][N:24]3[C:22](=[O:23])[CH2:21][NH:20][C:1]([C:2]3[CH:7]=[CH:6][CH:5]=[CH:4][CH:3]=3)([C:8]3[CH:9]=[CH:10][CH:11]=[CH:12][CH:13]=3)[C:14]3[CH:15]=[CH:16][CH:17]=[CH:18][CH:19]=3)=[O:30])[CH2:41][CH2:42][C:37]=2[N:36]=1. The yield is 0.360.